From a dataset of CYP2C9 inhibition data for predicting drug metabolism from PubChem BioAssay. Regression/Classification. Given a drug SMILES string, predict its absorption, distribution, metabolism, or excretion properties. Task type varies by dataset: regression for continuous measurements (e.g., permeability, clearance, half-life) or binary classification for categorical outcomes (e.g., BBB penetration, CYP inhibition). Dataset: cyp2c9_veith. The compound is CO[C@H]1COC(=O)C/C=C\[C@H](C)COC(=O)[C@@H](C)NC(=O)C/C=C\[C@@H]1C. The result is 0 (non-inhibitor).